Dataset: Reaction yield outcomes from USPTO patents with 853,638 reactions. Task: Predict the reaction yield, written as a fraction of the theoretical maximum amount of product (1.0 means a 100% yield; for example, 0.34 means a 34% yield). (1) The reactants are ClC1([C:8]2[CH:18]=[CH:17][C:11]3[CH:12]=[CH:13][CH:14]=[CH:15][NH:16][C:10]=3[CH:9]=2)C=CC=NN1.NN. The catalyst is C(O)C.[Pd]. The product is [NH:16]1[C:10]2[CH:9]=[CH:8][CH:18]=[CH:17][C:11]=2[CH:12]=[CH:13][CH:14]=[CH:15]1. The yield is 0.280. (2) The reactants are C(OP([CH:9]([CH3:15])[C:10]([O:12][CH2:13][CH3:14])=[O:11])(OCC)=O)C.[Li]CCCC.[F:21][C:22]1[CH:27]=[CH:26][C:25]([CH:28]2[CH2:30]O2)=[CH:24][CH:23]=1. The catalyst is COCCOC. The product is [F:21][C:22]1[CH:27]=[CH:26][C:25]([CH:28]2[CH2:30][C@@:9]2([CH3:15])[C:10]([O:12][CH2:13][CH3:14])=[O:11])=[CH:24][CH:23]=1. The yield is 0.620. (3) The reactants are [CH3:1][O:2][C:3](=[O:11])[C:4]1[CH:9]=[CH:8][CH:7]=[N:6][C:5]=1[CH3:10].C1C=C(Cl)C=C(C(OO)=[O:20])C=1. The catalyst is C(Cl)Cl. The product is [CH3:1][O:2][C:3]([C:4]1[C:5]([CH3:10])=[N+:6]([O-:20])[CH:7]=[CH:8][CH:9]=1)=[O:11]. The yield is 0.570. (4) The reactants are O.[OH-].[Li+].C[O:5][C:6]([C:8]1([F:23])[C:13](=[O:14])[CH:12]([F:15])[CH2:11][N:10]([C:16]([O:18][C:19]([CH3:22])([CH3:21])[CH3:20])=[O:17])[CH2:9]1)=[O:7].Cl. The catalyst is CO.O. The product is [C:19]([O:18][C:16]([N:10]1[CH2:11][CH:12]([F:15])[C:13](=[O:14])[C:8]([F:23])([C:6]([OH:7])=[O:5])[CH2:9]1)=[O:17])([CH3:22])([CH3:20])[CH3:21]. The yield is 0.920. (5) The reactants are Br[C:2]1[CH:7]=[CH:6][C:5]([Br:8])=[CH:4][N:3]=1.[Br-].[N:10]1[CH:15]=[CH:14][CH:13]=[CH:12][C:11]=1[Zn+]. The catalyst is C1C=CC([P]([Pd]([P](C2C=CC=CC=2)(C2C=CC=CC=2)C2C=CC=CC=2)([P](C2C=CC=CC=2)(C2C=CC=CC=2)C2C=CC=CC=2)[P](C2C=CC=CC=2)(C2C=CC=CC=2)C2C=CC=CC=2)(C2C=CC=CC=2)C2C=CC=CC=2)=CC=1.O1CCCC1. The product is [Br:8][C:5]1[CH:6]=[CH:7][C:2]([C:11]2[CH:12]=[CH:13][CH:14]=[CH:15][N:10]=2)=[N:3][CH:4]=1. The yield is 0.630. (6) The reactants are [C:1]([N:8]1[CH2:12][CH2:11][C:10]([CH2:14]Br)([F:13])[CH2:9]1)([O:3][C:4]([CH3:7])([CH3:6])[CH3:5])=[O:2].[N:16]1([C:22]2[N:27]=[C:26]3[CH:28]=[CH:29][NH:30][C:25]3=[CH:24][C:23]=2[C:31]2[CH:38]=[CH:37][C:34]([C:35]#[N:36])=[CH:33][CH:32]=2)[CH2:21][CH2:20][O:19][CH2:18][CH2:17]1. No catalyst specified. The product is [C:35]([C:34]1[CH:33]=[CH:32][C:31]([C:23]2[CH:24]=[C:25]3[N:30]([CH2:14][C:10]4([F:13])[CH2:11][CH2:12][N:8]([C:1]([O:3][C:4]([CH3:7])([CH3:6])[CH3:5])=[O:2])[CH2:9]4)[CH:29]=[CH:28][C:26]3=[N:27][C:22]=2[N:16]2[CH2:21][CH2:20][O:19][CH2:18][CH2:17]2)=[CH:38][CH:37]=1)#[N:36]. The yield is 0.790.